From a dataset of Forward reaction prediction with 1.9M reactions from USPTO patents (1976-2016). Predict the product of the given reaction. (1) Given the reactants [NH2:1][C:2]1[CH:7]=[CH:6][CH:5]=[CH:4][C:3]=1[CH2:8][C:9]#[N:10].[C:11](Cl)(=[O:18])[C:12]1[CH:17]=[CH:16][CH:15]=[N:14][CH:13]=1.C(N(C(C)C)CC)(C)C, predict the reaction product. The product is: [C:9]([CH2:8][C:3]1[CH:4]=[CH:5][CH:6]=[CH:7][C:2]=1[NH:1][C:11](=[O:18])[C:12]1[CH:17]=[CH:16][CH:15]=[N:14][CH:13]=1)#[N:10]. (2) The product is: [Cl:1][C:2]1[CH:3]=[C:4]([CH2:9][N:10]2[C:14]([CH3:15])=[C:13]([C:16]([NH:18][C:19]3[S:23][CH:22]=[N:21][N:20]=3)=[O:17])[N:12]=[N:11]2)[CH:5]=[CH:6][C:7]=1[Cl:8]. Given the reactants [Cl:1][C:2]1[CH:3]=[C:4]([CH2:9][N:10]2[C:14]([CH3:15])=[C:13]([C:16]([NH:18][C:19]3[S:23][C:22](C(OCC)=O)=[N:21][N:20]=3)=[O:17])[N:12]=[N:11]2)[CH:5]=[CH:6][C:7]=1[Cl:8].[OH-].[Na+], predict the reaction product. (3) Given the reactants [F:1][C:2]1[C:3]([O:10][CH3:11])=[C:4]([CH:6]=[C:7]([F:9])[CH:8]=1)[NH2:5].C(N(CC)CC)C.[C:19](Cl)(=[O:24])[C:20]([CH3:23])([CH3:22])[CH3:21], predict the reaction product. The product is: [F:1][C:2]1[C:3]([O:10][CH3:11])=[C:4]([NH:5][C:19](=[O:24])[C:20]([CH3:23])([CH3:22])[CH3:21])[CH:6]=[C:7]([F:9])[CH:8]=1. (4) Given the reactants [C:1]1([S:7][CH2:8][C@H:9]([NH2:12])[CH2:10][NH2:11])[CH:6]=[CH:5][CH:4]=[CH:3][CH:2]=1.[N:13]#[C:14][Br:15], predict the reaction product. The product is: [BrH:15].[C:1]1([S:7][CH2:8][C@@H:9]2[NH:12][C:14]([NH2:13])=[N:11][CH2:10]2)[CH:6]=[CH:5][CH:4]=[CH:3][CH:2]=1. (5) The product is: [CH:43]1([C:38]2=[N:39][NH:40][C:41](=[O:42])/[C:37]/2=[C:27]2\[NH:28][C:29]3[C:34]([C:25]([S:56][C:53]4[CH:52]=[CH:51][C:50]([NH:49][C:46](=[O:48])[CH3:47])=[CH:55][CH:54]=4)=[CH:26]\2)=[CH:33][C:32]([O:35][CH3:36])=[CH:31][CH:30]=3)[CH2:45][CH2:44]1. Given the reactants C1(C2CC(=O)NN=2)CC1.ClC1C2C(=CC=C(OC)C=2)[N+]([O-])=CC=1.Cl[C:25]1[C:34]2[C:29](=[CH:30][CH:31]=[C:32]([O:35][CH3:36])[CH:33]=2)[NH:28]/[C:27](=[C:37]2/[C:38]([CH:43]3[CH2:45][CH2:44]3)=[N:39][NH:40][C:41]/2=[O:42])/[CH:26]=1.[C:46]([NH:49][C:50]1[CH:55]=[CH:54][C:53]([SH:56])=[CH:52][CH:51]=1)(=[O:48])[CH3:47], predict the reaction product.